Dataset: NCI-60 drug combinations with 297,098 pairs across 59 cell lines. Task: Regression. Given two drug SMILES strings and cell line genomic features, predict the synergy score measuring deviation from expected non-interaction effect. Drug 1: CC1CCC2CC(C(=CC=CC=CC(CC(C(=O)C(C(C(=CC(C(=O)CC(OC(=O)C3CCCCN3C(=O)C(=O)C1(O2)O)C(C)CC4CCC(C(C4)OC)O)C)C)O)OC)C)C)C)OC. Synergy scores: CSS=13.3, Synergy_ZIP=-2.57, Synergy_Bliss=5.25, Synergy_Loewe=-8.47, Synergy_HSA=-0.0949. Drug 2: C1CNP(=O)(OC1)N(CCCl)CCCl. Cell line: SF-539.